This data is from Forward reaction prediction with 1.9M reactions from USPTO patents (1976-2016). The task is: Predict the product of the given reaction. Given the reactants [CH3:1][C:2]1[C:6]([CH2:7][N:8]2[CH:12]=[C:11]([N:13]3[C:17](=[O:18])[CH2:16][NH:15][C:14]3=[O:19])[CH:10]=[N:9]2)=[C:5]([CH3:20])[O:4][N:3]=1.Br[CH2:22][C:23]1[N:28]=[C:27]([CH2:29][OH:30])[CH:26]=[CH:25][CH:24]=1, predict the reaction product. The product is: [CH3:1][C:2]1[C:6]([CH2:7][N:8]2[CH:12]=[C:11]([N:13]3[C:17](=[O:18])[CH2:16][N:15]([CH2:22][C:23]4[CH:24]=[CH:25][CH:26]=[C:27]([CH2:29][OH:30])[N:28]=4)[C:14]3=[O:19])[CH:10]=[N:9]2)=[C:5]([CH3:20])[O:4][N:3]=1.